This data is from Full USPTO retrosynthesis dataset with 1.9M reactions from patents (1976-2016). The task is: Predict the reactants needed to synthesize the given product. (1) The reactants are: [Cl:1][C:2]1[CH:7]=[CH:6][C:5](/[CH:8]=[CH:9]/[C:10]([N:12]2[CH2:17][CH2:16][CH:15]([CH2:18][CH2:19][NH:20][CH3:21])[CH2:14][CH2:13]2)=[O:11])=[C:4]([CH2:22][N:23]2[N:27]=[N:26][C:25]([CH3:28])=[N:24]2)[CH:3]=1.CCN(C(C)C)C(C)C.[O:38]=[C:39]1[NH:43][CH:42]=[C:41]([C:44]([OH:46])=O)[O:40]1.C(P1(=O)OP(CCC)(=O)OP(CCC)(=O)O1)CC.CCOC(C)=O. Given the product [Cl:1][C:2]1[CH:7]=[CH:6][C:5](/[CH:8]=[CH:9]/[C:10]([N:12]2[CH2:13][CH2:14][CH:15]([CH2:18][CH2:19][N:20]([CH3:21])[C:44]([C:41]3[O:40][C:39](=[O:38])[NH:43][CH:42]=3)=[O:46])[CH2:16][CH2:17]2)=[O:11])=[C:4]([CH2:22][N:23]2[N:27]=[N:26][C:25]([CH3:28])=[N:24]2)[CH:3]=1, predict the reactants needed to synthesize it. (2) The reactants are: [F:1][C:2]([C:5]1[N:10]=[CH:9][C:8]([CH2:11][OH:12])=[CH:7][CH:6]=1)([F:4])[CH3:3].[Cr](Cl)([O-])(=O)=O.[NH+]1C=CC=CC=1. Given the product [F:1][C:2]([C:5]1[CH:6]=[CH:7][C:8]([CH:11]=[O:12])=[CH:9][N:10]=1)([F:4])[CH3:3], predict the reactants needed to synthesize it. (3) Given the product [CH3:29][C:27]1[CH:26]=[CH:25][C:20]([C:21]([O:23][CH3:24])=[O:22])=[C:19]([O:18][CH2:14][C@@H:15]2[CH2:17][O:16]2)[CH:28]=1, predict the reactants needed to synthesize it. The reactants are: [N+](C1C=C(S(O[CH2:14][C@@H:15]2[CH2:17][O:16]2)(=O)=O)C=CC=1)([O-])=O.[OH:18][C:19]1[CH:28]=[C:27]([CH3:29])[CH:26]=[CH:25][C:20]=1[C:21]([O:23][CH3:24])=[O:22].C([O-])([O-])=O.[Cs+].[Cs+]. (4) Given the product [CH3:10][CH:9]([CH3:11])[CH2:8][N:12]([CH2:23][C:19]1[N:18]([C:14]2[S:13][CH:2]=[CH:3][N:15]=2)[CH:22]=[CH:21][CH:20]=1)[CH2:23][C:19]1[N:18]([C:14]2[S:13][CH:17]=[CH:16][N:15]=2)[CH:22]=[CH:21][CH:20]=1, predict the reactants needed to synthesize it. The reactants are: F[C:2](F)(F)[C:3]([O-])=O.[CH2:8]([NH2:12])[CH:9]([CH3:11])[CH3:10].[S:13]1[CH:17]=[CH:16][N:15]=[C:14]1[N:18]1[CH:22]=[CH:21][CH:20]=[C:19]1[CH:23]=O. (5) Given the product [CH3:1][O:2][C:3]1[CH:8]=[CH:7][CH:6]=[CH:5][C:4]=1[C:9]1[N:13]([C:14]2[CH:19]=[CH:18][C:17]([CH3:20])=[CH:16][CH:15]=2)[C:12](=[S:21])[N:11]([CH2:22][CH2:23][C:24]([OH:26])=[O:25])[N:10]=1, predict the reactants needed to synthesize it. The reactants are: [CH3:1][O:2][C:3]1[CH:8]=[CH:7][CH:6]=[CH:5][C:4]=1[C:9]1[N:13]([C:14]2[CH:19]=[CH:18][C:17]([CH3:20])=[CH:16][CH:15]=2)[C:12](=[S:21])[N:11]([CH2:22][CH2:23][C:24]([O:26]CC)=[O:25])[N:10]=1.O.[OH-].[Li+].O.Cl.